This data is from Experimentally validated miRNA-target interactions with 360,000+ pairs, plus equal number of negative samples. The task is: Binary Classification. Given a miRNA mature sequence and a target amino acid sequence, predict their likelihood of interaction. (1) The miRNA is hsa-miR-4757-5p with sequence AGGCCUCUGUGACGUCACGGUGU. The protein sequence of the target gene is MRAQWPGQLWAALLALGALAGVVVGESNICTTRGVNSCQQCLAVSPVCAWCSDETLSQGSPRCNLKENLLKDNCAPESIEFPVSEAQILEARPLSSKGSGSSAQITQVSPQRIALRLRPDDSKIFSLQVRQVEDYPVDIYYLMDLSFSMKDDLSSIQTLGTKLASQMRKLTSNLRIGFGAFVDKPVSPYMYISPPQAIKNPCYNMKNACLPMFGYKHVLTLTDQVSRFNEEVKKQSVSRNRDAPEGGFDAIMQATVCDEKIGWRNDASHLLVFTTDAKTHIALDGRLAGIVLPNDGHCHI.... Result: 0 (no interaction). (2) The miRNA is rno-miR-21-3p with sequence CAACAGCAGUCGAUGGGCUGUC. The protein sequence of the target gene is MDLIPNLAVETWLLLAVSLVLLYLYGTRTHGLFKRLGIPGPTPLPLLGNVLSYRQGLWKFDTECYKKYGKMWGTYEGQLPVLAITDPDVIRTVLVKECYSVFTNRRSLGPVGFMKSAISLAEDEEWKRIRSLLSPTFTSGKLKEMFPIIAQYGDVLVRNLRREAEKGKPVTLKDIFGAYSMDVITGTSFGVNIDSLNNPQDPFVESTKKFLKFGFLDPLFLSIILFPFLTPVFEALNVSLFPKDTINFLSKSVNRMKKSRLNDKQKHRLDFLQLMIDSQNSKETESHKALSDLELAAQSI.... Result: 0 (no interaction).